This data is from NCI-60 drug combinations with 297,098 pairs across 59 cell lines. The task is: Regression. Given two drug SMILES strings and cell line genomic features, predict the synergy score measuring deviation from expected non-interaction effect. (1) Drug 1: CN(C(=O)NC(C=O)C(C(C(CO)O)O)O)N=O. Drug 2: CC1C(C(CC(O1)OC2CC(CC3=C2C(=C4C(=C3O)C(=O)C5=CC=CC=C5C4=O)O)(C(=O)C)O)N)O. Cell line: HCT116. Synergy scores: CSS=40.8, Synergy_ZIP=-0.238, Synergy_Bliss=-0.796, Synergy_Loewe=-8.69, Synergy_HSA=0.975. (2) Drug 1: CNC(=O)C1=NC=CC(=C1)OC2=CC=C(C=C2)NC(=O)NC3=CC(=C(C=C3)Cl)C(F)(F)F. Drug 2: C1=NNC2=C1C(=O)NC=N2. Cell line: SF-295. Synergy scores: CSS=1.41, Synergy_ZIP=1.20, Synergy_Bliss=2.80, Synergy_Loewe=-0.384, Synergy_HSA=0.315. (3) Drug 1: CN(C)N=NC1=C(NC=N1)C(=O)N. Drug 2: CC1C(C(CC(O1)OC2CC(OC(C2O)C)OC3=CC4=CC5=C(C(=O)C(C(C5)C(C(=O)C(C(C)O)O)OC)OC6CC(C(C(O6)C)O)OC7CC(C(C(O7)C)O)OC8CC(C(C(O8)C)O)(C)O)C(=C4C(=C3C)O)O)O)O. Cell line: MDA-MB-231. Synergy scores: CSS=-1.52, Synergy_ZIP=1.21, Synergy_Bliss=0.915, Synergy_Loewe=-4.42, Synergy_HSA=-2.55. (4) Drug 1: C1C(C(OC1N2C=C(C(=O)NC2=O)F)CO)O. Drug 2: CC1C(C(CC(O1)OC2CC(CC3=C2C(=C4C(=C3O)C(=O)C5=C(C4=O)C(=CC=C5)OC)O)(C(=O)CO)O)N)O.Cl. Cell line: LOX IMVI. Synergy scores: CSS=44.4, Synergy_ZIP=-8.08, Synergy_Bliss=-5.87, Synergy_Loewe=-0.563, Synergy_HSA=0.223. (5) Drug 1: CS(=O)(=O)OCCCCOS(=O)(=O)C. Drug 2: CCN(CC)CCCC(C)NC1=C2C=C(C=CC2=NC3=C1C=CC(=C3)Cl)OC. Cell line: SF-295. Synergy scores: CSS=14.9, Synergy_ZIP=-2.68, Synergy_Bliss=2.51, Synergy_Loewe=-5.93, Synergy_HSA=0.943.